The task is: Binary Classification. Given a drug SMILES string, predict its activity (active/inactive) in a high-throughput screening assay against a specified biological target.. This data is from HIV replication inhibition screening data with 41,000+ compounds from the AIDS Antiviral Screen. (1) The drug is COc1cc(C(=O)CC(CCC(=O)Nc2ccc(Cl)cc2C)=NNC(=O)C(N)=O)ccc1O. The result is 0 (inactive). (2) The compound is CCc1c2c(cc3c1CC1(C3)Cc3cc4c(c(C(=O)OC)c3C1)CCCC4)CCCC2. The result is 0 (inactive). (3) The compound is COC(=O)C1(c2ccc(N(C)C)cc2OC)CC2CCCN(CCc3c1[nH]c1ccccc31)C2. The result is 0 (inactive). (4) The compound is C=CCC12CC(OC)C(OC)CC1(OC)OC(c1cc(OC)c(OC)c(OC)c1)C2C. The result is 0 (inactive). (5) The drug is CN(C)C(F)=PC(F)(F)F. The result is 0 (inactive). (6) The compound is ON=C1C(=Cc2ccc(Br)cc2)CCCC1C(NO)c1ccc(Br)cc1. The result is 0 (inactive). (7) The drug is O=C1NCC2(CCN(CCCC3(c4ccc(F)cc4)OCCO3)CC2)N1c1ccccc1. The result is 0 (inactive).